From a dataset of CYP1A2 inhibition data for predicting drug metabolism from PubChem BioAssay. Regression/Classification. Given a drug SMILES string, predict its absorption, distribution, metabolism, or excretion properties. Task type varies by dataset: regression for continuous measurements (e.g., permeability, clearance, half-life) or binary classification for categorical outcomes (e.g., BBB penetration, CYP inhibition). Dataset: cyp1a2_veith. (1) The drug is NC(=O)C1CCN(C(=O)CCc2nc3ccccc3c(=O)[nH]2)CC1. The result is 0 (non-inhibitor). (2) The drug is C[C@H](Br)CN(C[C@H](C)Br)c1ccc2c(c1)Cc1ccccc1-2. The result is 1 (inhibitor).